This data is from Full USPTO retrosynthesis dataset with 1.9M reactions from patents (1976-2016). The task is: Predict the reactants needed to synthesize the given product. (1) The reactants are: [CH2:1]([O:3][C:4]1[CH:13]=[C:12]2[C:7]([CH2:8][CH2:9][CH:10]([NH:14][CH2:15][CH2:16][CH3:17])[CH2:11]2)=[CH:6][CH:5]=1)[CH3:2].[CH3:18][S:19]([N:22]1[CH2:27][CH2:26][CH:25]([CH:28]=O)[CH2:24][CH2:23]1)(=[O:21])=[O:20].CCN(C(C)C)C(C)C.C(O[BH-](OC(=O)C)OC(=O)C)(=O)C.[Na+]. Given the product [CH2:1]([O:3][C:4]1[CH:13]=[C:12]2[C:7]([CH2:8][CH2:9][CH:10]([N:14]([CH2:28][CH:25]3[CH2:26][CH2:27][N:22]([S:19]([CH3:18])(=[O:21])=[O:20])[CH2:23][CH2:24]3)[CH2:15][CH2:16][CH3:17])[CH2:11]2)=[CH:6][CH:5]=1)[CH3:2], predict the reactants needed to synthesize it. (2) Given the product [OH:5][C:6]1[CH:7]=[C:8]([CH:12]=[CH:13][C:14]=1[I:3])[C:9]([OH:11])=[O:10], predict the reactants needed to synthesize it. The reactants are: [OH-].[Na+].[I-:3].[Na+].[OH:5][C:6]1[CH:7]=[C:8]([CH:12]=[CH:13][CH:14]=1)[C:9]([OH:11])=[O:10].Cl[O-].[K+]. (3) Given the product [ClH:18].[F:1][C:2]1[CH:9]=[CH:8][C:5]([CH2:6][NH2:7])=[C:4]([N:10]2[CH2:15][CH2:14][CH2:13][CH2:12][S:11]2(=[O:16])=[O:17])[CH:3]=1, predict the reactants needed to synthesize it. The reactants are: [F:1][C:2]1[CH:9]=[CH:8][C:5]([C:6]#[N:7])=[C:4]([N:10]2[CH2:15][CH2:14][CH2:13][CH2:12][S:11]2(=[O:17])=[O:16])[CH:3]=1.[ClH:18].